From a dataset of Peptide-MHC class II binding affinity with 134,281 pairs from IEDB. Regression. Given a peptide amino acid sequence and an MHC pseudo amino acid sequence, predict their binding affinity value. This is MHC class II binding data. The peptide sequence is IRYPLTFGWCFKLVPVDPREVEEA. The MHC is H-2-IAd with pseudo-sequence H-2-IAd. The binding affinity (normalized) is 0.217.